Dataset: Full USPTO retrosynthesis dataset with 1.9M reactions from patents (1976-2016). Task: Predict the reactants needed to synthesize the given product. (1) Given the product [NH2:6][CH2:5][CH2:4][CH2:3][N:2]([CH3:1])[CH2:14][CH2:15][CH2:16][NH:17][C:18]1[N:19]=[N+:20]([O-:29])[C:21]2[CH:27]=[CH:26][C:25]([CH3:28])=[CH:24][C:22]=2[N:23]=1, predict the reactants needed to synthesize it. The reactants are: [CH3:1][N:2]([CH2:14][CH2:15][CH2:16][NH:17][C:18]1[N:19]=[N+:20]([O-:29])[C:21]2[CH:27]=[CH:26][C:25]([CH3:28])=[CH:24][C:22]=2[N:23]=1)[CH2:3][CH2:4][CH2:5][NH:6]C(=O)OC(C)(C)C. (2) Given the product [CH3:1][O:2][C:3]([C:5]1[C:10]([NH:11][S:19]([C:16]2[CH:17]=[CH:18][C:13]([Cl:12])=[C:14]([C:23]([F:26])([F:24])[F:25])[CH:15]=2)(=[O:21])=[O:20])=[N:9][CH:8]=[CH:7][N:6]=1)=[O:4], predict the reactants needed to synthesize it. The reactants are: [CH3:1][O:2][C:3]([C:5]1[C:10]([NH2:11])=[N:9][CH:8]=[CH:7][N:6]=1)=[O:4].[Cl:12][C:13]1[CH:18]=[CH:17][C:16]([S:19](Cl)(=[O:21])=[O:20])=[CH:15][C:14]=1[C:23]([F:26])([F:25])[F:24]. (3) Given the product [OH:67][CH2:29][C@@H:28]([N:15]1[C:13]2=[N:14][C:9]([NH:8][C:5]3[CH:4]=[CH:3][CH:2]=[CH:7][CH:6]=3)=[N:10][CH:11]=[C:12]2[CH2:18][N:17]([C:19]2[CH:20]=[CH:21][C:22]([O:25][CH3:26])=[CH:23][C:24]=2[F:49])[C:16]1=[O:27])[CH3:46], predict the reactants needed to synthesize it. The reactants are: F[C:2]1[CH:7]=[CH:6][C:5]([NH:8][C:9]2[N:14]=[C:13]3[N:15]([C@:28](O[SiH3])([CH3:46])[C:29](C4C=CC=CC=4)(C4C=CC=CC=4)C(C)(C)C)[C:16](=[O:27])[N:17]([C:19]4[CH:24]=[CH:23][C:22]([O:25][CH3:26])=[CH:21][CH:20]=4)[CH2:18][C:12]3=[CH:11][N:10]=2)=[CH:4][CH:3]=1.[F-:49].C([N+](CCCC)(CCCC)CCCC)CCC.[O:67]1CCCC1.